From a dataset of Catalyst prediction with 721,799 reactions and 888 catalyst types from USPTO. Predict which catalyst facilitates the given reaction. (1) Reactant: [Br-].[CH2:2]([Zn+])[C:3]1[CH:8]=[CH:7][CH:6]=[CH:5][CH:4]=1.C1COCC1.[O:15]1[C:19]2[CH:20]=[CH:21][C:22]([C:24]3([C:27]([NH:29][C:30]4[CH:35]=[N:34][CH:33]=[C:32](Cl)[N:31]=4)=[O:28])[CH2:26][CH2:25]3)=[CH:23][C:18]=2[O:17][CH2:16]1. Product: [O:15]1[C:19]2[CH:20]=[CH:21][C:22]([C:24]3([C:27]([NH:29][C:30]4[CH:35]=[N:34][CH:33]=[C:32]([CH2:2][C:3]5[CH:8]=[CH:7][CH:6]=[CH:5][CH:4]=5)[N:31]=4)=[O:28])[CH2:26][CH2:25]3)=[CH:23][C:18]=2[O:17][CH2:16]1. The catalyst class is: 140. (2) Reactant: [CH2:1]([CH:8]1[CH2:13][CH2:12][N:11]([CH2:14][C:15]([O:17]CC)=[O:16])[CH2:10][CH2:9]1)[C:2]1[CH:7]=[CH:6][CH:5]=[CH:4][CH:3]=1. Product: [CH2:1]([CH:8]1[CH2:9][CH2:10][N:11]([CH2:14][C:15]([OH:17])=[O:16])[CH2:12][CH2:13]1)[C:2]1[CH:3]=[CH:4][CH:5]=[CH:6][CH:7]=1. The catalyst class is: 33.